Dataset: Catalyst prediction with 721,799 reactions and 888 catalyst types from USPTO. Task: Predict which catalyst facilitates the given reaction. (1) Reactant: Cl.[C:2]([O:6][C:7](=[O:14])[C@H:8]([CH2:10][CH:11]([CH3:13])[CH3:12])[NH2:9])([CH3:5])([CH3:4])[CH3:3].C(N(CC)C(C)C)(C)C.[CH2:24]([O:31][C:32]([NH:34][C@H:35]([C:37](O)=[O:38])[CH3:36])=[O:33])[C:25]1[CH:30]=[CH:29][CH:28]=[CH:27][CH:26]=1.CN(C(ON1N=NC2C=CC=NC1=2)=[N+](C)C)C.F[P-](F)(F)(F)(F)F. Product: [C:2]([O:6][C:7](=[O:14])[C@@H:8]([NH:9][C:37](=[O:38])[C@@H:35]([NH:34][C:32]([O:31][CH2:24][C:25]1[CH:30]=[CH:29][CH:28]=[CH:27][CH:26]=1)=[O:33])[CH3:36])[CH2:10][CH:11]([CH3:12])[CH3:13])([CH3:5])([CH3:4])[CH3:3]. The catalyst class is: 3. (2) Reactant: [Cl:1][C:2]1[C:11]2[C:6](=[CH:7][CH:8]=[CH:9][CH:10]=2)[CH:5]=[C:4]([CH3:12])[C:3]=1[C@H:13]([O:35][C:36]([CH3:43])([CH3:42])[C:37](OCC)=[O:38])[CH2:14][O:15][C:16]([C:29]1[CH:34]=[CH:33][CH:32]=[CH:31][CH:30]=1)([C:23]1[CH:28]=[CH:27][CH:26]=[CH:25][CH:24]=1)[C:17]1[CH:22]=[CH:21][CH:20]=[CH:19][CH:18]=1.CC(C[AlH]CC(C)C)C.[C@H](O)(C([O-])=O)[C@@H](O)C([O-])=O.[Na+].[K+].[OH-].[K+]. Product: [Cl:1][C:2]1[C:11]2[C:6](=[CH:7][CH:8]=[CH:9][CH:10]=2)[CH:5]=[C:4]([CH3:12])[C:3]=1[C@H:13]([O:35][C:36]([CH3:43])([CH3:42])[CH2:37][OH:38])[CH2:14][O:15][C:16]([C:17]1[CH:18]=[CH:19][CH:20]=[CH:21][CH:22]=1)([C:23]1[CH:24]=[CH:25][CH:26]=[CH:27][CH:28]=1)[C:29]1[CH:34]=[CH:33][CH:32]=[CH:31][CH:30]=1. The catalyst class is: 280. (3) Reactant: CC([Si](C)(C)[O:6][CH2:7][CH2:8][N:9]([CH2:21][C:22]1[CH:27]=[CH:26][CH:25]=[CH:24][CH:23]=1)[S:10]([C:13]1[CH:18]=[CH:17][C:16](F)=[CH:15][C:14]=1F)(=[O:12])=[O:11])(C)C.[OH:30][C:31]1[CH:32]=[C:33]([CH:43]=[C:44]([O:46][C@@H:47]([CH3:60])[CH2:48][O:49][Si](C(C)C)(C(C)C)C(C)C)[CH:45]=1)[C:34]([NH:36][C:37]1[CH:41]=[CH:40][N:39]([CH3:42])[N:38]=1)=[O:35].C(=O)([O-])[O-].[K+].[K+].O. Product: [O:12]=[S:10]1(=[O:11])[C:13]2[CH:14]=[CH:15][C:16]([O:30][C:31]3[CH:32]=[C:33]([CH:43]=[C:44]([O:46][C@@H:47]([CH3:60])[CH2:48][OH:49])[CH:45]=3)[C:34]([NH:36][C:37]3[CH:41]=[CH:40][N:39]([CH3:42])[N:38]=3)=[O:35])=[CH:17][C:18]=2[O:6][CH2:7][CH2:8][N:9]1[CH2:21][C:22]1[CH:23]=[CH:24][CH:25]=[CH:26][CH:27]=1. The catalyst class is: 44. (4) Reactant: [S:1](Cl)(Cl)(=[O:3])=[O:2].[OH:6][C:7]1[CH:12]=[C:11]([CH3:13])[CH:10]=[CH:9][C:8]=1[NH:14][S:15]([C:18]1[CH:23]=[CH:22][C:21]([CH3:24])=[CH:20][CH:19]=1)(=[O:17])=[O:16].C(N(CC)CC)C. Product: [CH3:13][C:11]1[CH:10]=[CH:9][C:8]2[N:14]([S:15]([C:18]3[CH:19]=[CH:20][C:21]([CH3:24])=[CH:22][CH:23]=3)(=[O:17])=[O:16])[S:1](=[O:3])(=[O:2])[O:6][C:7]=2[CH:12]=1. The catalyst class is: 2. (5) Reactant: C([N-]C(C)C)(C)C.[Li+].[CH3:9][C:10]1([CH3:40])[NH:19][C:18](=[O:20])[C:17]2[CH:16]([C:21]3[CH:28]=[CH:27][C:24]([C:25]#[N:26])=[CH:23][CH:22]=3)[NH:15][C:14](=[O:29])[N:13]([C:30]3[CH:35]=[CH:34][CH:33]=[C:32]([C:36]([F:39])([F:38])[F:37])[CH:31]=3)[C:12]=2[CH2:11]1.Br[CH2:42][C:43]([O:45][CH3:46])=[O:44].O. Product: [C:25]([C:24]1[CH:23]=[CH:22][C:21]([CH:16]2[N:15]([CH2:42][C:43]([O:45][CH3:46])=[O:44])[C:14](=[O:29])[N:13]([C:30]3[CH:35]=[CH:34][CH:33]=[C:32]([C:36]([F:39])([F:37])[F:38])[CH:31]=3)[C:12]3[CH2:11][C:10]([CH3:40])([CH3:9])[NH:19][C:18](=[O:20])[C:17]2=3)=[CH:28][CH:27]=1)#[N:26]. The catalyst class is: 9.